Dataset: Full USPTO retrosynthesis dataset with 1.9M reactions from patents (1976-2016). Task: Predict the reactants needed to synthesize the given product. (1) The reactants are: [N:1]([CH2:4][C@H:5]1[CH2:9][N:8]([C:10]2[CH:11]=[CH:12][C:13]3[O:14][CH2:15][C:16](=[O:20])[NH:17][C:18]=3[N:19]=2)[C:7](=[O:21])[CH2:6]1)=[N+]=[N-]. Given the product [NH2:1][CH2:4][C@H:5]1[CH2:9][N:8]([C:10]2[CH:11]=[CH:12][C:13]3[O:14][CH2:15][C:16](=[O:20])[NH:17][C:18]=3[N:19]=2)[C:7](=[O:21])[CH2:6]1, predict the reactants needed to synthesize it. (2) Given the product [NH2:15][C:11]1[CH:10]=[C:9]2[C:14](=[CH:13][CH:12]=1)[N:6]([CH2:5][C:4](=[N:3][O:2][CH3:1])[CH2:20][O:21][C:22]1[CH:27]=[CH:26][CH:25]=[C:24]([C:28]([F:30])([F:31])[F:29])[CH:23]=1)[C:7](=[O:19])[C:8]2=[O:18], predict the reactants needed to synthesize it. The reactants are: [CH3:1][O:2][N:3]=[C:4]([CH2:20][O:21][C:22]1[CH:27]=[CH:26][CH:25]=[C:24]([C:28]([F:31])([F:30])[F:29])[CH:23]=1)[CH2:5][N:6]1[C:14]2[C:9](=[CH:10][C:11]([N+:15]([O-])=O)=[CH:12][CH:13]=2)[C:8](=[O:18])[C:7]1=[O:19]. (3) Given the product [Cl:18][C:10]1[C:9]2[C:4](=[CH:5][CH:6]=[C:7]([I:19])[CH:8]=2)[N:3]=[C:2]([O:21][CH3:20])[C:11]=1[CH2:12][CH2:13][C:14]([F:17])([F:16])[F:15], predict the reactants needed to synthesize it. The reactants are: Cl[C:2]1[C:11]([CH2:12][CH2:13][C:14]([F:17])([F:16])[F:15])=[C:10]([Cl:18])[C:9]2[C:4](=[CH:5][CH:6]=[C:7]([I:19])[CH:8]=2)[N:3]=1.[CH3:20][OH:21].C[O-].[Na+].[NH4+].[Cl-]. (4) Given the product [CH3:1][O:2][C:3]1[CH:8]=[C:7]([O:9][CH3:10])[C:6]([S:25]([OH:28])(=[O:27])=[O:26])=[CH:5][C:4]=1[C:11]1[C:15]([O:16][C:17]2[CH:22]=[CH:21][CH:20]=[CH:19][C:18]=2[Cl:23])=[CH:14][NH:13][N:12]=1, predict the reactants needed to synthesize it. The reactants are: [CH3:1][O:2][C:3]1[CH:8]=[C:7]([O:9][CH3:10])[CH:6]=[CH:5][C:4]=1[C:11]1[C:15]([O:16][C:17]2[CH:22]=[CH:21][CH:20]=[CH:19][C:18]=2[Cl:23])=[CH:14][NH:13][N:12]=1.Cl[S:25]([OH:28])(=[O:27])=[O:26].